This data is from Reaction yield outcomes from USPTO patents with 853,638 reactions. The task is: Predict the reaction yield, written as a fraction of the theoretical maximum amount of product (1.0 means a 100% yield; for example, 0.34 means a 34% yield). (1) The reactants are [C:1]1([C:20]2[CH:25]=[CH:24][CH:23]=[CH:22][CH:21]=2)[CH:6]=[CH:5][C:4]([CH2:7][C@H:8]2[N:12]([C:13](=[O:18])[C:14]([CH3:17])([CH3:16])[CH3:15])[C:11](=[O:19])[CH2:10][CH2:9]2)=[CH:3][CH:2]=1.C[Si]([N-][Si](C)(C)C)(C)C.[Na+].[O:36]1CN1. The catalyst is C1COCC1. The product is [C:1]1([C:20]2[CH:21]=[CH:22][CH:23]=[CH:24][CH:25]=2)[CH:2]=[CH:3][C:4]([CH2:7][C@H:8]2[N:12]([C:13](=[O:18])[C:14]([CH3:16])([CH3:17])[CH3:15])[C:11](=[O:19])[C@H:10]([OH:36])[CH2:9]2)=[CH:5][CH:6]=1. The yield is 0.980. (2) The reactants are [CH3:1][C:2]1[N:3]([S:18]([C:21]2[CH:22]=[N:23][CH:24]=[CH:25][CH:26]=2)(=[O:20])=[O:19])[C:4]([C:12]2[CH:17]=[CH:16][CH:15]=[CH:14][CH:13]=2)=[CH:5][C:6]=1[C:7](OCC)=[O:8].[H-].C([Al+]CC(C)C)C(C)C.O.C(OCC)(=O)C. The catalyst is O1CCCC1.C1(C)C=CC=CC=1. The product is [CH3:1][C:2]1[N:3]([S:18]([C:21]2[CH:22]=[N:23][CH:24]=[CH:25][CH:26]=2)(=[O:19])=[O:20])[C:4]([C:12]2[CH:13]=[CH:14][CH:15]=[CH:16][CH:17]=2)=[CH:5][C:6]=1[CH:7]=[O:8]. The yield is 0.270. (3) The reactants are CC(C)([O-])C.[Na+].C1C=CC(P(C2C(C3C(P(C4C=CC=CC=4)C4C=CC=CC=4)=CC=C4C=3C=CC=C4)=C3C(C=CC=C3)=CC=2)C2C=CC=CC=2)=CC=1.Br[C:54]1[CH:55]=[C:56]2[C:61](=[CH:62][CH:63]=1)[N:60]=[C:59]([CH3:64])[N:58]([C:65]1[CH:66]=[C:67]([NH:72][C:73](=[O:84])[C:74]3[CH:79]=[CH:78][CH:77]=[C:76]([C:80]([F:83])([F:82])[F:81])[CH:75]=3)[CH:68]=[CH:69][C:70]=1[CH3:71])[C:57]2=[O:85].[CH2:86]([N:88]1[CH2:93][CH2:92][NH:91][CH2:90][CH2:89]1)[CH3:87]. The catalyst is O1CCOCC1.C1C=CC(/C=C/C(/C=C/C2C=CC=CC=2)=O)=CC=1.C1C=CC(/C=C/C(/C=C/C2C=CC=CC=2)=O)=CC=1.C1C=CC(/C=C/C(/C=C/C2C=CC=CC=2)=O)=CC=1.[Pd].[Pd]. The product is [CH2:86]([N:88]1[CH2:93][CH2:92][N:91]([C:54]2[CH:55]=[C:56]3[C:61](=[CH:62][CH:63]=2)[N:60]=[C:59]([CH3:64])[N:58]([C:65]2[CH:66]=[C:67]([NH:72][C:73](=[O:84])[C:74]4[CH:79]=[CH:78][CH:77]=[C:76]([C:80]([F:83])([F:82])[F:81])[CH:75]=4)[CH:68]=[CH:69][C:70]=2[CH3:71])[C:57]3=[O:85])[CH2:90][CH2:89]1)[CH3:87]. The yield is 0.328. (4) The reactants are [Cl:1][C:2]1[CH:3]=[C:4]([CH2:24][C:25]([O:27][CH2:28][CH3:29])=[O:26])[CH:5]=[C:6]([C:14]2[CH:19]=[CH:18][C:17]([C:20]([F:23])([F:22])[F:21])=[CH:16][CH:15]=2)[C:7]=1[O:8][CH2:9][C:10]([F:13])([F:12])[F:11].[H-].[Na+].[CH2:32](Br)[CH:33]([CH3:35])[CH3:34].[NH4+].[Cl-]. The catalyst is CN(C=O)C. The yield is 0.590. The product is [Cl:1][C:2]1[CH:3]=[C:4]([CH:24]([CH2:32][CH:33]([CH3:35])[CH3:34])[C:25]([O:27][CH2:28][CH3:29])=[O:26])[CH:5]=[C:6]([C:14]2[CH:15]=[CH:16][C:17]([C:20]([F:21])([F:22])[F:23])=[CH:18][CH:19]=2)[C:7]=1[O:8][CH2:9][C:10]([F:13])([F:12])[F:11]. (5) The reactants are [C:1]([N:4]1[CH2:9][CH2:8][N:7]([C:10]2[CH:11]=[CH:12][C:13]([CH2:16][CH2:17][C:18]3[CH:19]=[C:20]([CH2:23][CH2:24][CH2:25][OH:26])[S:21][CH:22]=3)=[N:14][CH:15]=2)[CH2:6][CH2:5]1)(=[O:3])[CH3:2].[C:27]([N:34]1C=CN=C1)(N1C=CN=C1)=[O:28].O1CCCC1.[NH2:44]N.O.NN. The catalyst is O1CCCC1. The product is [C:1]([N:4]1[CH2:9][CH2:8][N:7]([C:10]2[CH:11]=[CH:12][C:13]([CH2:16][CH2:17][C:18]3[CH:19]=[C:20]([CH2:23][CH2:24][CH2:25][O:26][C:27]([NH:34][NH2:44])=[O:28])[S:21][CH:22]=3)=[N:14][CH:15]=2)[CH2:6][CH2:5]1)(=[O:3])[CH3:2]. The yield is 0.859. (6) The product is [CH2:12]([C:7]1[C:6]([C:4]([OH:5])=[O:3])=[C:10]([CH3:11])[O:9][N:8]=1)[CH3:13]. The yield is 0.880. The reactants are C([O:3][C:4]([C:6]1[C:7]([CH2:12][CH3:13])=[N:8][O:9][C:10]=1[CH3:11])=[O:5])C.[OH-].[Na+].Cl. The catalyst is C1COCC1.CCO.O. (7) The reactants are C(O)CCCC.[CH3:7][O:8][C:9]1[C:14]([O:15][CH3:16])=[CH:13][CH:12]=[CH:11][C:10]=1[OH:17].Br[C:19]1[CH:24]=[CH:23][CH:22]=[CH:21][C:20]=1[C:25](=[O:27])[CH3:26].C(=O)([O-])[O-].[K+].[K+]. The catalyst is C([O-])(=O)C.[Cu+2].C([O-])(=O)C.C(OCC)(=O)C. The product is [CH3:7][O:8][C:9]1[C:14]([O:15][CH3:16])=[CH:13][CH:12]=[CH:11][C:10]=1[O:17][CH2:26][C:25]([C:20]1[CH:21]=[CH:22][CH:23]=[CH:24][CH:19]=1)=[O:27]. The yield is 0.870. (8) The reactants are [C:1]1([S:7](Cl)(=[O:9])=[O:8])[CH:6]=[CH:5][CH:4]=[CH:3][CH:2]=1.[NH:11]1[C:19]2[C:14](=[CH:15][CH:16]=[CH:17][CH:18]=2)[CH2:13][CH2:12]1.CCN(CC)CC. The yield is 0.960. The product is [C:1]1([S:7]([N:11]2[C:19]3[C:14](=[CH:15][CH:16]=[CH:17][CH:18]=3)[CH2:13][CH2:12]2)(=[O:9])=[O:8])[CH:6]=[CH:5][CH:4]=[CH:3][CH:2]=1. The catalyst is CN(C1C=CN=CC=1)C.C(Cl)Cl.